Dataset: Forward reaction prediction with 1.9M reactions from USPTO patents (1976-2016). Task: Predict the product of the given reaction. Given the reactants Cl.Cl.[Cl:3][C:4]1[CH:23]=[C:22]([Cl:24])[CH:21]=[CH:20][C:5]=1[CH2:6][NH:7][CH:8]1[CH2:12][CH2:11][N:10]([C:13]2[CH:18]=[CH:17][C:16](I)=[CH:15][N:14]=2)[CH2:9]1.[CH2:25](B(CC)CC)[CH3:26].C(=O)([O-])[O-].[K+].[K+].CN(C)C=O, predict the reaction product. The product is: [Cl:3][C:4]1[CH:23]=[C:22]([Cl:24])[CH:21]=[CH:20][C:5]=1[CH2:6][NH:7][C@H:8]1[CH2:12][CH2:11][N:10]([C:13]2[CH:18]=[CH:17][C:16]([CH2:25][CH3:26])=[CH:15][N:14]=2)[CH2:9]1.